Dataset: Forward reaction prediction with 1.9M reactions from USPTO patents (1976-2016). Task: Predict the product of the given reaction. (1) The product is: [F:42][C:41]([F:44])([F:43])[C:39]([OH:45])=[O:40].[C:1]1([C:7]2[CH:12]=[C:11]([CH:13]3[CH2:18][CH2:17][N:16]([O:19][CH3:20])[CH2:15][CH2:14]3)[CH:10]=[CH:9][C:8]=2[NH:21][C:22]([C:24]2[NH:28][C:27]([C:29]#[N:30])=[CH:26][N:25]=2)=[O:23])[CH2:6][CH2:5][CH2:4][CH2:3][CH:2]=1. Given the reactants [C:1]1([C:7]2[CH:12]=[C:11]([CH:13]3[CH2:18][CH2:17][N:16]([O:19][CH3:20])[CH2:15][CH2:14]3)[CH:10]=[CH:9][C:8]=2[NH:21][C:22]([C:24]2[N:25](COCC[Si](C)(C)C)[CH:26]=[C:27]([C:29]#[N:30])[N:28]=2)=[O:23])[CH2:6][CH2:5][CH2:4][CH2:3][CH:2]=1.[C:39]([OH:45])([C:41]([F:44])([F:43])[F:42])=[O:40], predict the reaction product. (2) The product is: [Cl:31][C:32]1[CH:37]=[CH:36][C:35]([C:10]2[CH:9]=[C:8]3[C:4]([C:5]([C:13]4[C:14](=[O:30])[NH:15][C:16](=[O:29])[C:17]=4[C:18]4[C:22]5[CH:23]=[CH:24][CH:25]=[C:26]([O:27][CH3:28])[C:21]=5[O:20][CH:19]=4)=[CH:6][N:7]3[CH3:12])=[CH:3][C:2]=2[F:1])=[CH:34][CH:33]=1. Given the reactants [F:1][C:2]1[CH:3]=[C:4]2[C:8](=[CH:9][C:10]=1I)[N:7]([CH3:12])[CH:6]=[C:5]2[C:13]1[C:14](=[O:30])[NH:15][C:16](=[O:29])[C:17]=1[C:18]1[C:22]2[CH:23]=[CH:24][CH:25]=[C:26]([O:27][CH3:28])[C:21]=2[O:20][CH:19]=1.[Cl:31][C:32]1[CH:37]=[CH:36][C:35](B(O)O)=[CH:34][CH:33]=1.C([O-])([O-])=O.[K+].[K+], predict the reaction product. (3) Given the reactants S(O[CH2:12][CH:13]1[CH2:18][CH2:17][N:16]([C:19]([O:21][C:22]([CH3:25])([CH3:24])[CH3:23])=[O:20])[CH2:15][CH2:14]1)(C1C=CC(C)=CC=1)(=O)=O.BrCC1CCCCO1.[NH:34]1[C:42]2[C:37](=[CH:38][CH:39]=[CH:40][CH:41]=2)[C:36]2([C:54]3[C:45](=[CH:46][C:47]4[O:52][CH2:51][CH2:50][O:49][C:48]=4[CH:53]=3)[O:44][CH2:43]2)[C:35]1=[O:55].N1C2C(=CC=CC=2)C2(COC3C=C4C(=CC2=3)CCO4)C1=O, predict the reaction product. The product is: [O:55]=[C:35]1[C:36]2([C:54]3[C:45](=[CH:46][C:47]4[O:52][CH2:51][CH2:50][O:49][C:48]=4[CH:53]=3)[O:44][CH2:43]2)[C:37]2[C:42](=[CH:41][CH:40]=[CH:39][CH:38]=2)[N:34]1[CH2:12][CH:13]1[CH2:14][CH2:15][N:16]([C:19]([O:21][C:22]([CH3:23])([CH3:24])[CH3:25])=[O:20])[CH2:17][CH2:18]1. (4) Given the reactants C1CN([P+](ON2N=NC3C=CC=CC2=3)(N2CCCC2)N2CCCC2)CC1.F[P-](F)(F)(F)(F)F.C(N(CC)C(C)C)(C)C.[Cl:43][C:44]1[CH:45]=[CH:46][C:47]2[N:53]3[C:54]([CH:57]([CH3:59])[CH3:58])=[N:55][N:56]=[C:52]3[CH:51]([CH2:60][C:61](O)=[O:62])[O:50][CH:49]([C:64]3[CH:69]=[CH:68][CH:67]=[C:66]([O:70][CH3:71])[C:65]=3[O:72][CH3:73])[C:48]=2[CH:74]=1.[NH:75]1[CH2:80][CH2:79][CH:78]([C:81]([O:83][CH3:84])=[O:82])[CH2:77][CH2:76]1, predict the reaction product. The product is: [Cl:43][C:44]1[CH:45]=[CH:46][C:47]2[N:53]3[C:54]([CH:57]([CH3:59])[CH3:58])=[N:55][N:56]=[C:52]3[CH:51]([CH2:60][C:61]([N:75]3[CH2:80][CH2:79][CH:78]([C:81]([O:83][CH3:84])=[O:82])[CH2:77][CH2:76]3)=[O:62])[O:50][CH:49]([C:64]3[CH:69]=[CH:68][CH:67]=[C:66]([O:70][CH3:71])[C:65]=3[O:72][CH3:73])[C:48]=2[CH:74]=1. (5) Given the reactants [N:1]1([CH2:6][C:7]2[CH:23]=[CH:22][C:10]([CH2:11][N:12]3[CH:20]=[C:19]4[C:14]([CH:15]=[CH:16][CH:17]=[C:18]4Br)=[N:13]3)=[CH:9][CH:8]=2)[CH:5]=[CH:4][CH:3]=[N:2]1.[NH2:24][CH2:25][C:26]1[C:27]([CH3:48])=[CH:28][C:29]([N:33]([C:41]([O:43][C:44]([CH3:47])([CH3:46])[CH3:45])=[O:42])[C:34](=[O:40])[O:35][C:36]([CH3:39])([CH3:38])[CH3:37])=[N:30][C:31]=1[CH3:32].C([O-])([O-])=O.[Cs+].[Cs+].C(Cl)(Cl)Cl.CC1(C)C2C(=C(P(C3C=CC=CC=3)C3C=CC=CC=3)C=CC=2)OC2C(P(C3C=CC=CC=3)C3C=CC=CC=3)=CC=CC1=2, predict the reaction product. The product is: [C:36]([O:35][C:34]([N:33]([C:29]1[CH:28]=[C:27]([CH3:48])[C:26]([CH2:25][NH:24][C:18]2[C:19]3[C:14]([CH:15]=[CH:16][CH:17]=2)=[N:13][N:12]([CH2:11][C:10]2[CH:22]=[CH:23][C:7]([CH2:6][N:1]4[CH:5]=[CH:4][CH:3]=[N:2]4)=[CH:8][CH:9]=2)[CH:20]=3)=[C:31]([CH3:32])[N:30]=1)[C:41](=[O:42])[O:43][C:44]([CH3:47])([CH3:46])[CH3:45])=[O:40])([CH3:37])([CH3:38])[CH3:39]. (6) The product is: [CH3:37][C:2]1([CH3:1])[CH2:11][CH:10]=[C:9]([S:12][C:13]2[CH:18]=[CH:17][CH:16]=[CH:15][CH:14]=2)[C:8]2[CH:7]=[C:6]([C:19]([O:21][C:22]3[CH:23]=[CH:24][C:25]([C:26]([O:28][CH2:29][CH3:30])=[O:27])=[CH:35][CH:36]=3)=[O:20])[CH:5]=[CH:4][C:3]1=2. Given the reactants [CH3:1][C:2]1([CH3:37])[CH2:11][CH:10]=[C:9]([S:12][C:13]2[CH:18]=[CH:17][CH:16]=[CH:15][CH:14]=2)[C:8]2[CH:7]=[C:6]([C:19]([O:21][C:22]3[CH:36]=[CH:35][C:25]([C:26]([O:28][CH2:29][CH2:30][Si](C)(C)C)=[O:27])=[CH:24][CH:23]=3)=[O:20])[CH:5]=[CH:4][C:3]1=2.[F-].C([N+](CCCC)(CCCC)CCCC)CCC.CCOC(C)=O, predict the reaction product. (7) Given the reactants [C:1]1([CH2:7][CH2:8][CH2:9][CH2:10][CH2:11][CH2:12]O)[CH:6]=[CH:5][CH:4]=[CH:3][CH:2]=1.C1C=CC(P(C2C=CC=CC=2)C2C=CC=CC=2)=CC=1.N1C=CN=C1.[I:38]I, predict the reaction product. The product is: [I:38][CH2:12][CH2:11][CH2:10][CH2:9][CH2:8][CH2:7][C:1]1[CH:6]=[CH:5][CH:4]=[CH:3][CH:2]=1. (8) Given the reactants [F:1][C:2]1[CH:12]=[C:11]([C:13]2[N:14]=[N:15][C:16]([O:19][CH2:20][CH:21]3[CH2:26][CH2:25][N:24]([CH2:27][C:28]([F:31])([CH3:30])[CH3:29])[CH2:23][CH2:22]3)=[CH:17][CH:18]=2)[CH:10]=[CH:9][C:3]=1[C:4]([O:6]CC)=[O:5].O[Li].O, predict the reaction product. The product is: [F:1][C:2]1[CH:12]=[C:11]([C:13]2[N:14]=[N:15][C:16]([O:19][CH2:20][CH:21]3[CH2:26][CH2:25][N:24]([CH2:27][C:28]([F:31])([CH3:29])[CH3:30])[CH2:23][CH2:22]3)=[CH:17][CH:18]=2)[CH:10]=[CH:9][C:3]=1[C:4]([OH:6])=[O:5]. (9) The product is: [CH2:1]([C:8]1([NH2:31])[CH2:13][CH2:12][CH:11]([O:14][C:15]2[CH:16]=[C:17]3[C:22](=[CH:23][CH:24]=2)[O:21][CH:20]([C:25]2[CH:26]=[CH:27][CH:28]=[CH:29][CH:30]=2)[CH2:19][CH2:18]3)[CH2:10][CH2:9]1)[C:2]1[CH:7]=[CH:6][CH:5]=[CH:4][CH:3]=1. Given the reactants [CH2:1]([C:8]1([NH:31]S(C(C)(C)C)=O)[CH2:13][CH2:12][CH:11]([O:14][C:15]2[CH:16]=[C:17]3[C:22](=[CH:23][CH:24]=2)[O:21][CH:20]([C:25]2[CH:30]=[CH:29][CH:28]=[CH:27][CH:26]=2)[CH2:19][CH2:18]3)[CH2:10][CH2:9]1)[C:2]1[CH:7]=[CH:6][CH:5]=[CH:4][CH:3]=1, predict the reaction product.